Dataset: Full USPTO retrosynthesis dataset with 1.9M reactions from patents (1976-2016). Task: Predict the reactants needed to synthesize the given product. (1) Given the product [CH3:25][C:7]1([CH3:26])[CH2:6][C:5]2[C:23](=[CH:24][C:2]([NH:1][C:33]([C:31]3[N:32]=[C:28]([CH3:27])[O:29][CH:30]=3)=[O:34])=[CH:3][CH:4]=2)[C:9]2([CH2:14][CH2:13][S:12][C:11]([NH:15][C:16](=[O:22])[O:17][C:18]([CH3:21])([CH3:19])[CH3:20])=[N:10]2)[CH2:8]1, predict the reactants needed to synthesize it. The reactants are: [NH2:1][C:2]1[CH:24]=[C:23]2[C:5]([CH2:6][C:7]([CH3:26])([CH3:25])[CH2:8][C:9]32[CH2:14][CH2:13][S:12][C:11]([NH:15][C:16](=[O:22])[O:17][C:18]([CH3:21])([CH3:20])[CH3:19])=[N:10]3)=[CH:4][CH:3]=1.[CH3:27][C:28]1[O:29][CH:30]=[C:31]([C:33](O)=[O:34])[N:32]=1. (2) Given the product [CH2:1]([C@@H:8]([CH2:12][CH2:13][C@H:14]([CH2:32][C:33]1[CH:34]=[CH:35][CH:36]=[CH:37][CH:38]=1)[C:15]([NH:16][C@H:17]1[CH2:23][CH2:22][CH2:21][CH2:20][N:19]([C:24]2[CH:25]=[CH:26][CH:27]=[CH:28][CH:29]=2)[C:18]1=[O:30])=[O:31])[C:9]([NH:39][C@H:40]1[CH2:46][CH2:45][S:44][C@H:43]2[CH2:47][CH2:48][CH2:49][C@@H:50]([C:51]#[N:52])[N:42]2[C:41]1=[O:53])=[O:11])[C:2]1[CH:7]=[CH:6][CH:5]=[CH:4][CH:3]=1, predict the reactants needed to synthesize it. The reactants are: [CH2:1]([C@@H:8]([CH2:12][CH2:13][C@H:14]([CH2:32][C:33]1[CH:38]=[CH:37][CH:36]=[CH:35][CH:34]=1)[C:15](=[O:31])[NH:16][C@@H:17]1[CH2:23][CH2:22][CH2:21][CH2:20][N:19]([C:24]2[CH:29]=[CH:28][CH:27]=[CH:26][CH:25]=2)[C:18]1=[O:30])[C:9]([OH:11])=O)[C:2]1[CH:7]=[CH:6][CH:5]=[CH:4][CH:3]=1.[NH2:39][C@H:40]1[CH2:46][CH2:45][S:44][C@H:43]2[CH2:47][CH2:48][CH2:49][C@@H:50]([C:51]#[N:52])[N:42]2[C:41]1=[O:53]. (3) Given the product [N:17]1[CH:22]=[CH:21][C:20]([CH2:23][NH:24][C:2]2[CH:16]=[CH:15][C:5]3[C:6](=[O:14])[NH:7][C:8]4[C:13]([C:4]=3[CH:3]=2)=[CH:12][CH:11]=[CH:10][N:9]=4)=[CH:19][CH:18]=1, predict the reactants needed to synthesize it. The reactants are: Cl[C:2]1[CH:16]=[CH:15][C:5]2[C:6](=[O:14])[NH:7][C:8]3[C:13]([C:4]=2[CH:3]=1)=[CH:12][CH:11]=[CH:10][N:9]=3.[N:17]1[CH:22]=[CH:21][C:20]([CH2:23][NH2:24])=[CH:19][CH:18]=1.C1(P(C2CCCCC2)C2C=CC=CC=2C2C(C(C)C)=CC(C(C)C)=CC=2C(C)C)CCCCC1.CC(C)([O-])C.[Na+].